Dataset: Forward reaction prediction with 1.9M reactions from USPTO patents (1976-2016). Task: Predict the product of the given reaction. (1) The product is: [Br:1][C:2]1[CH:3]=[C:4]2[C:9](=[CH:10][CH:11]=1)[N:8]=[CH:7][C:6]([C:12](=[O:15])[CH2:13][CH3:14])=[C:5]2[NH:27][C@H:24]1[CH2:25][CH2:26][C@H:21]([N:20]([CH3:28])[CH3:19])[CH2:22][CH2:23]1. Given the reactants [Br:1][C:2]1[CH:3]=[C:4]2[C:9](=[CH:10][CH:11]=1)[N:8]=[CH:7][C:6]([C:12](=[O:15])[CH2:13][CH3:14])=[C:5]2Cl.Cl.Cl.[CH3:19][N:20]([CH3:28])[C@H:21]1[CH2:26][CH2:25][C@H:24]([NH2:27])[CH2:23][CH2:22]1, predict the reaction product. (2) Given the reactants Cl.[CH3:2][O:3][CH2:4][C@@H:5]1[CH2:10][O:9][CH2:8][CH2:7][NH:6]1.C(N(CC)CC)C.[CH2:18]1[O:20][CH2:19]1, predict the reaction product. The product is: [CH3:2][O:3][CH2:4][C@H:5]1[N:6]([CH2:18][CH2:19][OH:20])[CH2:7][CH2:8][O:9][CH2:10]1. (3) Given the reactants [H-].[Na+].CO.[F:5][C:6]1[CH:11]=[CH:10][CH:9]=[C:8](F)[C:7]=1[N+:13]([O-:15])=[O:14].C[CH2:17][O:18]C(C)=O, predict the reaction product. The product is: [F:5][C:6]1[CH:11]=[CH:10][CH:9]=[C:8]([O:18][CH3:17])[C:7]=1[N+:13]([O-:15])=[O:14]. (4) Given the reactants [ClH:1].C(OC(=O)[N:8]([CH2:29][C:30]1[CH:35]=[CH:34][CH:33]=[CH:32][CH:31]=1)[CH2:9][CH2:10][N:11]1[CH2:18][CH:17]2[O:19][CH:13]([CH2:14][N:15]([CH2:20][C:21]3[CH:26]=[CH:25][C:24]([C:27]#[N:28])=[CH:23][CH:22]=3)[CH2:16]2)[CH2:12]1)(C)(C)C, predict the reaction product. The product is: [ClH:1].[CH2:29]([NH:8][CH2:9][CH2:10][N:11]1[CH2:12][CH:13]2[O:19][CH:17]([CH2:16][N:15]([CH2:20][C:21]3[CH:22]=[CH:23][C:24]([C:27]#[N:28])=[CH:25][CH:26]=3)[CH2:14]2)[CH2:18]1)[C:30]1[CH:31]=[CH:32][CH:33]=[CH:34][CH:35]=1.